From a dataset of Full USPTO retrosynthesis dataset with 1.9M reactions from patents (1976-2016). Predict the reactants needed to synthesize the given product. (1) Given the product [NH2:13][C:9]1[C:8]2[N:7]([N:6]=[C:5]([C:3]([OH:4])=[O:2])[CH:14]=2)[CH:12]=[CH:11][CH:10]=1, predict the reactants needed to synthesize it. The reactants are: C[O:2][C:3]([C:5]1[C:14](C(OC)=O)=[C:8]2[C:9]([NH2:13])=[CH:10][CH:11]=[CH:12][N:7]2[N:6]=1)=[O:4].[OH-].[Na+].Cl. (2) Given the product [Cl:28][C:21]([C:15]1[CH:14]=[N:13][N:12]([C@H:9]2[CH2:10][CH2:11][C@H:6]([C:4]([O:3][CH2:1][CH3:2])=[O:5])[C@@H:7]([CH3:24])[CH2:8]2)[C:16]=1[C:17]([F:20])([F:19])[F:18])=[O:22], predict the reactants needed to synthesize it. The reactants are: [CH2:1]([O:3][C:4]([C@H:6]1[CH2:11][CH2:10][C@H:9]([N:12]2[C:16]([C:17]([F:20])([F:19])[F:18])=[C:15]([C:21](O)=[O:22])[CH:14]=[N:13]2)[CH2:8][C@@H:7]1[CH3:24])=[O:5])[CH3:2].C(Cl)(=O)C([Cl:28])=O. (3) The reactants are: C(O)(C(F)(F)F)=O.[CH2:8]([O:10][P:11]([CH2:14][C:15]1[CH:20]=[CH:19][C:18]([NH:21][C:22]2[CH:27]=[C:26]([O:28][C:29]3[C:38]4[C:33](=[CH:34][CH:35]=[CH:36][CH:37]=4)[C:32]([NH:39]C(=O)OC(C)(C)C)=[CH:31][CH:30]=3)[CH:25]=[CH:24][N:23]=2)=[CH:17][C:16]=1[O:47][CH3:48])([CH3:13])=[O:12])[CH3:9]. Given the product [NH2:39][C:32]1[C:33]2[C:38](=[CH:37][CH:36]=[CH:35][CH:34]=2)[C:29]([O:28][C:26]2[CH:25]=[CH:24][N:23]=[C:22]([NH:21][C:18]3[CH:19]=[CH:20][C:15]([CH2:14][P:11]([CH3:13])(=[O:12])[O:10][CH2:8][CH3:9])=[C:16]([O:47][CH3:48])[CH:17]=3)[CH:27]=2)=[CH:30][CH:31]=1, predict the reactants needed to synthesize it. (4) Given the product [Br:29][CH2:11][C:7]1[C:8]([F:10])=[CH:9][C:4]([O:3][CH:2]([F:14])[F:1])=[CH:5][C:6]=1[F:13], predict the reactants needed to synthesize it. The reactants are: [F:1][CH:2]([F:14])[O:3][C:4]1[CH:9]=[C:8]([F:10])[C:7]([CH2:11]O)=[C:6]([F:13])[CH:5]=1.C(O)(=O)C.C(OCC)C.C(=O)([O-])O.[Na+].[BrH:29]. (5) Given the product [CH2:10]([O:9][C:7]([C:6]1[N:4]=[CH:5][S:22][C:15]=1[C:16]1[CH:21]=[CH:20][CH:19]=[CH:18][CH:17]=1)=[O:8])[CH3:11], predict the reactants needed to synthesize it. The reactants are: [C-]#N.[Na+].[N+:4]([CH2:6][C:7]([O:9][CH2:10][CH3:11])=[O:8])#[C-:5].C(O[C:15](=[S:22])[C:16]1[CH:21]=[CH:20][CH:19]=[CH:18][CH:17]=1)C. (6) Given the product [CH3:11][O:12][CH2:13][O:14][C:15]1[CH:24]=[CH:23][CH:22]=[CH:21][C:16]=1[C:17]([OH:19])=[O:18], predict the reactants needed to synthesize it. The reactants are: CCOC(C)=O.CO.[Li+].[OH-].[CH3:11][O:12][CH2:13][O:14][C:15]1[CH:24]=[CH:23][CH:22]=[CH:21][C:16]=1[C:17]([O:19]C)=[O:18]. (7) Given the product [CH:26]1([C:24]([CH:20]2[O:21][CH2:22][CH2:23][N:18]([CH2:11][C:12]3[CH:13]=[CH:14][CH:15]=[CH:16][CH:17]=3)[CH2:19]2)=[O:25])[CH2:28][CH2:27]1, predict the reactants needed to synthesize it. The reactants are: CS(C)=O.C(Cl)(=O)C(Cl)=O.[CH2:11]([N:18]1[CH2:23][CH2:22][O:21][CH:20]([CH:24]([CH:26]2[CH2:28][CH2:27]2)[OH:25])[CH2:19]1)[C:12]1[CH:17]=[CH:16][CH:15]=[CH:14][CH:13]=1.C(N(CC)CC)C. (8) Given the product [CH2:3]([C:5]1[C:6]([OH:25])=[CH:7][C:8]2[CH2:9][CH2:10][C@@H:11]3[C@@H:20]([C:21]=2[CH:22]=1)[CH2:19][CH2:18][C@@:16]1([CH3:17])[C@H:12]3[CH2:13][CH2:14][C@@H:15]1[O:23][CH3:24])[CH3:4], predict the reactants needed to synthesize it. The reactants are: CO[CH:3]([C:5]1[C:6]([O:25]CC2C=CC=CC=2)=[CH:7][C:8]2[CH2:9][CH2:10][C@@H:11]3[C@@H:20]([C:21]=2[CH:22]=1)[CH2:19][CH2:18][C@@:16]1([CH3:17])[C@H:12]3[CH2:13][CH2:14][C@@H:15]1[O:23][CH3:24])[CH3:4].ClCCl. (9) Given the product [OH:13][C:14]1[CH:15]=[C:16]([CH:21]=[CH:22][CH:23]=1)[C:17]([NH:19][N:20]=[C:5]1[C:4]2[C:8](=[CH:9][CH:10]=[C:2]([I:1])[CH:3]=2)[NH:7][C:6]1=[O:11])=[O:18], predict the reactants needed to synthesize it. The reactants are: [I:1][C:2]1[CH:3]=[C:4]2[C:8](=[CH:9][CH:10]=1)[NH:7][C:6](=[O:11])[C:5]2=O.[OH:13][C:14]1[CH:15]=[C:16]([CH:21]=[CH:22][CH:23]=1)[C:17]([NH:19][NH2:20])=[O:18]. (10) Given the product [F:43][C:40]([F:41])([F:42])[O:39][C:35]1[CH:34]=[C:33]([NH:32][C:10]2[N:11]=[C:12]([NH2:13])[NH:8][N:9]=2)[CH:38]=[CH:37][CH:36]=1, predict the reactants needed to synthesize it. The reactants are: COC1C=CC(C[N:8]2[C:12]([N:13](CC3C=CC(OC)=CC=3)CC3C=CC(OC)=CC=3)=[N:11][C:10]([NH:32][C:33]3[CH:38]=[CH:37][CH:36]=[C:35]([O:39][C:40]([F:43])([F:42])[F:41])[CH:34]=3)=[N:9]2)=CC=1.C(O)(C(F)(F)F)=O.